From a dataset of Catalyst prediction with 721,799 reactions and 888 catalyst types from USPTO. Predict which catalyst facilitates the given reaction. (1) Reactant: [F:1][C:2]1[CH:8]=[C:7]([CH3:9])[C:6]([S:10][CH2:11][C:12]([F:15])([F:14])[F:13])=[CH:5][C:3]=1[NH2:4].[CH2:16]([O:18]/[CH:19]=[CH:20]/[C:21]([N:23]=[C:24]=[O:25])=[O:22])[CH3:17]. Product: [CH2:16]([O:18]/[CH:19]=[CH:20]/[C:21]([NH:23][C:24](=[O:25])[NH:4][C:3]1[CH:5]=[C:6]([S:10][CH2:11][C:12]([F:13])([F:15])[F:14])[C:7]([CH3:9])=[CH:8][C:2]=1[F:1])=[O:22])[CH3:17]. The catalyst class is: 9. (2) Reactant: [CH3:1][O:2][C:3]1[C:8]([C:9]([N:11]2[CH2:15][CH2:14][S:13][C:12]2=[S:16])=[O:10])=[CH:7][C:6]([C:17](N2CCSC2=S)=[O:18])=[CH:5][C:4]=1[C:25]([N:27]1[CH2:31][CH2:30][S:29][C:28]1=[S:32])=[O:26].C(N(CC)CC)C.Cl.[CH2:41]([O:43][C:44](=[O:48])[CH2:45][CH2:46][NH2:47])[CH3:42].CO. Product: [CH2:41]([O:43][C:44](=[O:48])[CH2:45][CH2:46][NH:47][C:17](=[O:18])[C:6]1[CH:5]=[C:4]([C:25]([N:27]2[CH2:31][CH2:30][S:29][C:28]2=[S:32])=[O:26])[C:3]([O:2][CH3:1])=[C:8]([C:9]([N:11]2[CH2:15][CH2:14][S:13][C:12]2=[S:16])=[O:10])[CH:7]=1)[CH3:42]. The catalyst class is: 139. (3) Reactant: [CH:1]1([NH:7][C:8]2[C:9]([F:27])=[CH:10][C:11]3[C:12]([CH:26]=2)=[N:13][C:14]2[N:15]([CH3:25])[CH:16]=[C:17]([C:22]([O-:24])=[O:23])[C:18](=[O:21])[C:19]=2[CH:20]=3)[CH2:6][CH2:5][CH2:4][CH2:3][CH2:2]1.I[CH2:29][CH3:30].[H-].[Na+]. Product: [CH:1]1([N:7]([CH2:29][CH3:30])[C:8]2[C:9]([F:27])=[CH:10][C:11]3[C:12]([CH:26]=2)=[N:13][C:14]2[N:15]([CH3:25])[CH:16]=[C:17]([C:22]([OH:24])=[O:23])[C:18](=[O:21])[C:19]=2[CH:20]=3)[CH2:2][CH2:3][CH2:4][CH2:5][CH2:6]1. The catalyst class is: 9. (4) Product: [F:1][C:2]1[CH:7]=[C:6]([C:8]([CH3:10])=[CH2:9])[CH:5]=[CH:4][C:3]=1[C@@H:11]([NH:13][C:21](=[O:22])[O:23][C:24]([CH3:27])([CH3:26])[CH3:25])[CH3:12]. The catalyst class is: 6. Reactant: [F:1][C:2]1[CH:7]=[C:6]([C:8]([CH3:10])=[CH2:9])[CH:5]=[CH:4][C:3]=1[C@@H:11]([NH2:13])[CH3:12].CN1C(=O)CCC1.[C:21](O[C:21]([O:23][C:24]([CH3:27])([CH3:26])[CH3:25])=[O:22])([O:23][C:24]([CH3:27])([CH3:26])[CH3:25])=[O:22].